This data is from Reaction yield outcomes from USPTO patents with 853,638 reactions. The task is: Predict the reaction yield, written as a fraction of the theoretical maximum amount of product (1.0 means a 100% yield; for example, 0.34 means a 34% yield). (1) The reactants are [Br:1][C:2]1[C:10]2[C:5](=[CH:6][CH:7]=[CH:8][C:9]=2[N+:11]([O-:13])=[O:12])[NH:4][N:3]=1.Cl.Cl[CH2:16][C:17]1[CH:22]=[CH:21][CH:20]=[C:19]([CH:23]([CH3:25])[CH3:24])[N:18]=1.C(=O)([O-])[O-].[K+].[K+].CN(C=O)C. The catalyst is O. The product is [Br:1][C:2]1[C:10]2[C:5](=[CH:6][CH:7]=[CH:8][C:9]=2[N+:11]([O-:13])=[O:12])[N:4]([CH2:16][C:17]2[CH:22]=[CH:21][CH:20]=[C:19]([CH:23]([CH3:25])[CH3:24])[N:18]=2)[N:3]=1. The yield is 0.920. (2) The reactants are [CH2:1]([CH:3]1[CH2:7][CH:6]([OH:8])[CH2:5][CH:4]1[C:9]([O:11][CH2:12][CH3:13])=[O:10])[CH3:2].[OH-].[K+].[Cl:16][C:17]([Cl:21])([Cl:20])[C:18]#[N:19]. The catalyst is C(Cl)Cl.S([O-])(O)(=O)=O.C([N+](CCCC)(CCCC)CCCC)CCC. The yield is 0.450. The product is [CH2:1]([CH:3]1[CH2:7][CH:6]([O:8][C:18](=[NH:19])[C:17]([Cl:21])([Cl:20])[Cl:16])[CH2:5][CH:4]1[C:9]([O:11][CH2:12][CH3:13])=[O:10])[CH3:2]. (3) The reactants are [CH:1]1([Mg]Br)[CH2:6][CH2:5][CH2:4][CH2:3][CH2:2]1.[CH3:9][O:10][C:11]1[CH:16]=[CH:15][C:14]([N:17]2[CH2:22][CH2:21][N:20]([C:23]3[C:24]([CH3:37])=[C:25]([CH3:36])[C:26]4[O:30][C:29]([CH3:32])([CH3:31])[C:28](=[O:33])[C:27]=4[C:34]=3[CH3:35])[CH2:19][CH2:18]2)=[CH:13][CH:12]=1.O. The catalyst is C1COCC1. The product is [CH:1]1([C:28]2([OH:33])[C:27]3[C:34]([CH3:35])=[C:23]([N:20]4[CH2:21][CH2:22][N:17]([C:14]5[CH:15]=[CH:16][C:11]([O:10][CH3:9])=[CH:12][CH:13]=5)[CH2:18][CH2:19]4)[C:24]([CH3:37])=[C:25]([CH3:36])[C:26]=3[O:30][C:29]2([CH3:31])[CH3:32])[CH2:6][CH2:5][CH2:4][CH2:3][CH2:2]1. The yield is 0.800. (4) The reactants are [Si]([O:8][C:9]1[C:18]([CH2:19][CH3:20])=[C:17]([O:21][CH2:22][C:23](F)(F)F)[C:16]2[C:11](=[CH:12][CH:13]=[C:14]([F:27])[CH:15]=2)[N:10]=1)(C(C)(C)C)(C)C.[CH:28]1([Li])[CH2:30][CH2:29]1. The catalyst is C(OCC)C. The product is [CH:28]1([C:23]#[C:22][O:21][C:17]2[C:16]3[C:11](=[CH:12][CH:13]=[C:14]([F:27])[CH:15]=3)[NH:10][C:9](=[O:8])[C:18]=2[CH2:19][CH3:20])[CH2:30][CH2:29]1. The yield is 0.100. (5) The reactants are [C:1]([O:4][C:5]1[CH:6]=[C:7]([CH:20]=[CH:21][CH:22]=1)[C:8]([NH:10][C:11]([CH3:19])([C:13]1[CH:18]=[CH:17][CH:16]=[CH:15][CH:14]=1)[CH3:12])=[O:9])(=[O:3])C.[OH-].[Na+].O.Cl.[CH:27](N(C(C)C)CC)(C)C.COCCl. The catalyst is CO.O. The product is [CH3:27][O:3][CH2:1][O:4][C:5]1[CH:6]=[C:7]([CH:20]=[CH:21][CH:22]=1)[C:8]([NH:10][C:11]([CH3:19])([C:13]1[CH:18]=[CH:17][CH:16]=[CH:15][CH:14]=1)[CH3:12])=[O:9]. The yield is 0.840. (6) The reactants are [CH2:1]([O:3][C@@H:4]([CH2:10][C:11]1[CH:16]=[CH:15][C:14]([O:17][CH2:18][C:19]([N:21]([CH2:33][CH2:34][CH2:35][CH2:36][CH2:37][CH2:38][CH3:39])[CH2:22][C:23]2[N:24]([CH3:32])[C:25]3[C:30]([CH:31]=2)=[CH:29][CH:28]=[CH:27][CH:26]=3)=[O:20])=[CH:13][CH:12]=1)[C:5]([O:7]CC)=[O:6])[CH3:2].[Li+].[OH-]. The catalyst is C1COCC1. The product is [CH2:1]([O:3][C@@H:4]([CH2:10][C:11]1[CH:12]=[CH:13][C:14]([O:17][CH2:18][C:19]([N:21]([CH2:33][CH2:34][CH2:35][CH2:36][CH2:37][CH2:38][CH3:39])[CH2:22][C:23]2[N:24]([CH3:32])[C:25]3[C:30]([CH:31]=2)=[CH:29][CH:28]=[CH:27][CH:26]=3)=[O:20])=[CH:15][CH:16]=1)[C:5]([OH:7])=[O:6])[CH3:2]. The yield is 0.950. (7) No catalyst specified. The product is [F:25][C:24]([F:26])([F:27])[C:22]1[CH:21]=[C:20]([NH:28][C:29]([S:30][CH3:33])=[C:7]([S:4]([CH:36]([CH3:38])[CH3:35])(=[O:6])=[O:5])[C:8]#[N:9])[CH:19]=[C:18]([C:17]([F:31])([F:16])[F:32])[CH:23]=1. The yield is 0.990. The reactants are C([S:4]([CH2:7][C:8]#[N:9])(=[O:6])=[O:5])CC.C(=O)([O-])[O-].[K+].[K+].[F:16][C:17]([F:32])([F:31])[C:18]1[CH:19]=[C:20]([N:28]=[C:29]=[S:30])[CH:21]=[C:22]([C:24]([F:27])([F:26])[F:25])[CH:23]=1.[CH3:33]I.[CH3:35][C:36]([CH3:38])=O.